Dataset: Catalyst prediction with 721,799 reactions and 888 catalyst types from USPTO. Task: Predict which catalyst facilitates the given reaction. Reactant: C(OC([N:8]1[C:17]2[C:12](=[N:13][C:14]([O:18][CH3:19])=[CH:15][CH:16]=2)[C@@H:11]([NH:20][C:21]2[N:26]=[C:25]([CH2:27][C:28]3[CH:33]=[C:32]([C:34]([F:37])([F:36])[F:35])[CH:31]=[C:30]([C:38]([F:41])([F:40])[F:39])[CH:29]=3)[C:24]([Br:42])=[CH:23][N:22]=2)[CH2:10][C@H:9]1[CH2:43][CH3:44])=O)(C)(C)C. Product: [F:36][C:34]([F:35])([F:37])[C:32]1[CH:33]=[C:28]([CH:29]=[C:30]([C:38]([F:41])([F:39])[F:40])[CH:31]=1)[CH2:27][C:25]1[C:24]([Br:42])=[CH:23][N:22]=[C:21]([NH:20][C@@H:11]2[C:12]3[C:17](=[CH:16][CH:15]=[C:14]([O:18][CH3:19])[N:13]=3)[NH:8][C@H:9]([CH2:43][CH3:44])[CH2:10]2)[N:26]=1. The catalyst class is: 89.